This data is from Peptide-MHC class I binding affinity with 185,985 pairs from IEDB/IMGT. The task is: Regression. Given a peptide amino acid sequence and an MHC pseudo amino acid sequence, predict their binding affinity value. This is MHC class I binding data. The peptide sequence is LYIAENGEL. The MHC is HLA-A29:02 with pseudo-sequence HLA-A29:02. The binding affinity (normalized) is 0.0811.